From a dataset of Catalyst prediction with 721,799 reactions and 888 catalyst types from USPTO. Predict which catalyst facilitates the given reaction. (1) The catalyst class is: 764. Reactant: C1C=CN=CC=1.O=S(=O)=O.[OH:11][CH2:12][CH2:13][CH2:14][O:15][C@H:16]1[C@H:21]([C:22]2[CH:27]=[CH:26][C:25]([O:28][CH2:29][CH2:30][CH2:31][O:32][CH3:33])=[CH:24][CH:23]=2)[C@@H:20]([O:34][CH2:35][C:36]2[CH:37]=[CH:38][C:39]3[O:44][CH2:43][CH2:42][N:41]([CH2:45][CH2:46][CH2:47][O:48][CH3:49])[C:40]=3[CH:50]=2)[CH2:19][N:18]([C:51]([O:53][CH2:54][C:55]2[CH:60]=[CH:59][CH:58]=[CH:57][CH:56]=2)=[O:52])[CH2:17]1.S(=O)(O)[O-].[K+]. Product: [CH3:33][O:32][CH2:31][CH2:30][CH2:29][O:28][C:25]1[CH:26]=[CH:27][C:22]([C@H:21]2[C@H:16]([O:15][CH2:14][CH2:13][CH:12]=[O:11])[CH2:17][N:18]([C:51]([O:53][CH2:54][C:55]3[CH:60]=[CH:59][CH:58]=[CH:57][CH:56]=3)=[O:52])[CH2:19][C@@H:20]2[O:34][CH2:35][C:36]2[CH:37]=[CH:38][C:39]3[O:44][CH2:43][CH2:42][N:41]([CH2:45][CH2:46][CH2:47][O:48][CH3:49])[C:40]=3[CH:50]=2)=[CH:23][CH:24]=1. (2) Reactant: [CH3:1][O:2][C:3]([C:5]1[CH:6]=[C:7]2[C:12](=[CH:13][CH:14]=1)[NH:11][CH:10]([C:15]1[CH:20]=[CH:19][CH:18]=[C:17](Br)[CH:16]=1)[CH2:9][C:8]2([CH3:23])[CH3:22])=[O:4].[NH:24]1[CH2:29][CH2:28][O:27][CH2:26][CH2:25]1.Cl.CN(C)CC(O)=O.C(=O)([O-])[O-].[K+].[K+]. Product: [CH3:1][O:2][C:3]([C:5]1[CH:6]=[C:7]2[C:12](=[CH:13][CH:14]=1)[NH:11][CH:10]([C:15]1[CH:20]=[CH:19][CH:18]=[C:17]([N:24]3[CH2:29][CH2:28][O:27][CH2:26][CH2:25]3)[CH:16]=1)[CH2:9][C:8]2([CH3:23])[CH3:22])=[O:4]. The catalyst class is: 156. (3) Reactant: Br[CH2:2][CH2:3][CH:4]([C:9]1[S:10][C:11]2[CH:18]=[C:17]([C:19]([F:22])([F:21])[F:20])[CH:16]=[CH:15][C:12]=2[C:13]=1[CH3:14])[O:5][CH2:6][CH2:7][CH3:8].C(=O)([O-])[O-].[Cs+].[Cs+].[OH:29][C:30]1[CH:35]=[CH:34][C:33]([O:36][CH2:37][C:38]([O:40][CH2:41][CH3:42])=[O:39])=[C:32]([CH3:43])[CH:31]=1. Product: [CH3:43][C:32]1[CH:31]=[C:30]([O:29][CH2:2][CH2:3][CH:4]([C:9]2[S:10][C:11]3[CH:18]=[C:17]([C:19]([F:22])([F:21])[F:20])[CH:16]=[CH:15][C:12]=3[C:13]=2[CH3:14])[O:5][CH2:6][CH2:7][CH3:8])[CH:35]=[CH:34][C:33]=1[O:36][CH2:37][C:38]([O:40][CH2:41][CH3:42])=[O:39]. The catalyst class is: 23. (4) Reactant: [NH2:1][C@@H:2]([C:7]1[CH:12]=[CH:11][CH:10]=[CH:9][CH:8]=1)[C:3]([O:5][CH3:6])=[O:4].Cl.[OH:14][C@@H:15]([CH2:19][CH:20]([CH3:22])[CH3:21])[C:16](O)=[O:17].CN1CCOCC1.C1C=CC2N(O)N=NC=2C=1.CCN=C=NCCCN(C)C.Cl. Product: [OH:14][C@@H:15]([CH2:19][CH:20]([CH3:22])[CH3:21])[C:16]([NH:1][C@@H:2]([C:7]1[CH:12]=[CH:11][CH:10]=[CH:9][CH:8]=1)[C:3]([O:5][CH3:6])=[O:4])=[O:17]. The catalyst class is: 2. (5) Reactant: [N:1]1([C:13]([O:15][C:16]([CH3:19])([CH3:18])[CH3:17])=[O:14])[CH2:7][CH2:6][CH2:5][CH:4]([C:8](OCC)=[O:9])[CH2:3][CH2:2]1.[H-].[H-].[H-].[H-].[Li+].[Al+3]. Product: [OH:9][CH2:8][CH:4]1[CH2:5][CH2:6][CH2:7][N:1]([C:13]([O:15][C:16]([CH3:19])([CH3:18])[CH3:17])=[O:14])[CH2:2][CH2:3]1. The catalyst class is: 7. (6) Reactant: [Cl:1][C:2]1[CH:3]=[CH:4][CH:5]=[C:6]([NH2:11])[C:7]=1[C:8]([OH:10])=O.[CH2:12]([O:14][CH:15]([O:20][CH2:21][CH3:22])[C:16](=[NH:19])OC)[CH3:13]. Product: [Cl:1][C:2]1[CH:3]=[CH:4][CH:5]=[C:6]2[C:7]=1[C:8](=[O:10])[NH:19][C:16]([CH:15]([O:20][CH2:21][CH3:22])[O:14][CH2:12][CH3:13])=[N:11]2. The catalyst class is: 14. (7) Reactant: [F:1][C:2]1[CH:3]=[C:4]2[C:10]([I:11])=[N:9][NH:8][C:5]2=[N:6][CH:7]=1.[F:12][C:13]([F:21])([F:20])[C:14]([F:19])([F:18])[CH2:15][CH2:16]I.C(=O)([O-])[O-].[Cs+].[Cs+].[I-].[K+]. Product: [F:1][C:2]1[CH:3]=[C:4]2[C:10]([I:11])=[N:9][N:8]([CH2:16][CH2:15][C:14]([F:19])([F:18])[C:13]([F:21])([F:20])[F:12])[C:5]2=[N:6][CH:7]=1. The catalyst class is: 3.